This data is from Forward reaction prediction with 1.9M reactions from USPTO patents (1976-2016). The task is: Predict the product of the given reaction. (1) Given the reactants Cl.[NH2:2][CH2:3][C:4]1[CH:12]=[CH:11][CH:10]=[C:9]2[C:5]=1[C:6](=[O:22])[N:7]([CH:14]1[CH2:19][CH2:18][C:17](=[O:20])[NH:16][C:15]1=[O:21])[C:8]2=[O:13].C(N(C(C)C)CC)(C)C.[F:32][C:33]1[CH:34]=[C:35]([CH:39]=[CH:40][C:41]=1[F:42])[C:36](Cl)=[O:37], predict the reaction product. The product is: [O:21]=[C:15]1[CH:14]([N:7]2[C:6](=[O:22])[C:5]3[C:9](=[CH:10][CH:11]=[CH:12][C:4]=3[CH2:3][NH:2][C:36](=[O:37])[C:35]3[CH:39]=[CH:40][C:41]([F:42])=[C:33]([F:32])[CH:34]=3)[C:8]2=[O:13])[CH2:19][CH2:18][C:17](=[O:20])[NH:16]1. (2) Given the reactants Cl[C:2]1C=CC(OC)=C([CH:42]=1)C[C@H]1CN2C(O)=NN=C2CN(C(N[C@@H](C2C=CC(C(OC(C)(C)C)=O)=C([N+]([O-])=O)C=2)CC)=O)C1=O.[Cl:45][C:46]1[CH:47]=[CH:48][C:49]([O:84][CH3:85])=[C:50]([CH:83]=1)[CH2:51][C@H:52]1[CH2:58][N:57]2[C:59]([OH:62])=[N:60][N:61]=[C:56]2[CH2:55][N:54]([C:63]([NH:65][C@@H:66]([C:69]2[CH:70]=[C:71]([CH:79]=[CH:80][CH:81]=2)[C:72]([O:74]C(C)(C)C)=[O:73])[CH2:67][CH3:68])=[O:64])[C:53]1=[O:82], predict the reaction product. The product is: [Cl:45][C:46]1[CH:47]=[CH:48][C:49]([O:84][CH3:85])=[C:50]([CH:83]=1)[CH2:51][C@H:52]1[CH2:58][N:57]2[C:59](=[O:62])[N:60]([CH2:2][CH3:42])[N:61]=[C:56]2[CH2:55][N:54]([C:63]([NH:65][C@@H:66]([C:69]2[CH:70]=[C:71]([CH:79]=[CH:80][CH:81]=2)[C:72]([OH:74])=[O:73])[CH2:67][CH3:68])=[O:64])[C:53]1=[O:82]. (3) Given the reactants [O:1]1[C:9]2[CH:8]=[CH:7][N:6]=[C:5]([CH2:10][CH2:11][C:12]([NH2:14])=O)[C:4]=2[CH2:3][CH2:2]1.N1C=CC=CC=1.FC(F)(F)C(OC(=O)C(F)(F)F)=O, predict the reaction product. The product is: [O:1]1[C:9]2[CH:8]=[CH:7][N:6]=[C:5]([CH2:10][CH2:11][C:12]#[N:14])[C:4]=2[CH2:3][CH2:2]1. (4) Given the reactants Cl.[CH3:2][S:3]([CH2:6][CH2:7][NH2:8])(=[O:5])=[O:4].C1(N)CC1.C1(N[C:17]([C:19]2[NH:50][C:22]3=[N:23][CH:24]=[CH:25][C:26]([NH:27][C:28]4[CH:33]=[CH:32][C:31]([N:34]([C:43]5[CH:48]=[CH:47][C:46]([F:49])=[CH:45][CH:44]=5)[C:35]([C:37]5([C:40]([NH2:42])=[O:41])[CH2:39][CH2:38]5)=[O:36])=[CH:30][CH:29]=4)=[C:21]3[CH:20]=2)=[O:18])CC1, predict the reaction product. The product is: [F:49][C:46]1[CH:47]=[CH:48][C:43]([N:34]([C:31]2[CH:32]=[CH:33][C:28]([NH:27][C:26]3[CH:25]=[CH:24][N:23]=[C:22]4[NH:50][C:19]([C:17]([NH:8][CH2:7][CH2:6][S:3]([CH3:2])(=[O:5])=[O:4])=[O:18])=[CH:20][C:21]=34)=[CH:29][CH:30]=2)[C:35]([C:37]2([C:40]([NH2:42])=[O:41])[CH2:38][CH2:39]2)=[O:36])=[CH:44][CH:45]=1. (5) Given the reactants C[O:2][C:3]1[CH:35]=[CH:34][CH:33]=[CH:32][C:4]=1[CH2:5][N:6]([CH2:25][C:26]1[CH:31]=[CH:30][CH:29]=[CH:28][N:27]=1)[CH2:7][CH2:8][CH2:9][CH2:10][CH2:11][CH2:12][N:13]1[CH2:18][CH2:17][CH:16]([C:19]2[CH:24]=[CH:23][CH:22]=[CH:21][CH:20]=2)[CH2:15][CH2:14]1.B(Br)(Br)Br, predict the reaction product. The product is: [C:19]1([CH:16]2[CH2:15][CH2:14][N:13]([CH2:12][CH2:11][CH2:10][CH2:9][CH2:8][CH2:7][N:6]([CH2:5][C:4]3[CH:32]=[CH:33][CH:34]=[CH:35][C:3]=3[OH:2])[CH2:25][C:26]3[CH:31]=[CH:30][CH:29]=[CH:28][N:27]=3)[CH2:18][CH2:17]2)[CH:20]=[CH:21][CH:22]=[CH:23][CH:24]=1. (6) Given the reactants [Cl:1][C:2]1[CH:3]=[CH:4][C:5]2[N:11]3[CH:12]=[CH:13][CH:14]=[C:10]3[C:9](=[CH:15][C:16]([O:18][CH2:19][CH3:20])=[O:17])[CH2:8][CH:7]([C:21]3[CH:26]=[CH:25][CH:24]=[C:23]([O:27][CH3:28])[C:22]=3[O:29][CH3:30])[C:6]=2[CH:31]=1, predict the reaction product. The product is: [Cl:1][C:2]1[CH:3]=[CH:4][C:5]2[N:11]3[CH:12]=[CH:13][CH:14]=[C:10]3[CH:9]([CH2:15][C:16]([O:18][CH2:19][CH3:20])=[O:17])[CH2:8][CH:7]([C:21]3[CH:26]=[CH:25][CH:24]=[C:23]([O:27][CH3:28])[C:22]=3[O:29][CH3:30])[C:6]=2[CH:31]=1. (7) The product is: [CH:16]([N:15]1[C:11]([C:8]2[CH:9]=[CH:10][C:5]([N:3]([CH3:2])[CH3:4])=[CH:6][CH:7]=2)=[C:12]([CH2:20][C:21]2[CH:22]=[CH:23][C:24]([O:27][CH3:28])=[CH:25][CH:26]=2)[C:13]([O:19][C@@H:38]2[O:39][C@H:34]([CH2:33][OH:32])[C@@H:35]([OH:49])[C@H:36]([OH:45])[C@H:37]2[OH:41])=[N:14]1)([CH3:17])[CH3:18]. Given the reactants Cl.[CH3:2][N:3]([C:5]1[CH:10]=[CH:9][C:8]([C:11]2[N:15]([CH:16]([CH3:18])[CH3:17])[NH:14][C:13](=[O:19])[C:12]=2[CH2:20][C:21]2[CH:26]=[CH:25][C:24]([O:27][CH3:28])=[CH:23][CH:22]=2)=[CH:7][CH:6]=1)[CH3:4].CC([O:32][CH2:33][C@H:34]1[O:39][C@H:38](Br)[C@H:37]([O:41]C(C)=O)[C@@H:36]([O:45]C(C)=O)[C@@H:35]1[O:49]C(C)=O)=O.[OH-].[Na+], predict the reaction product.